This data is from Peptide-MHC class I binding affinity with 185,985 pairs from IEDB/IMGT. The task is: Regression. Given a peptide amino acid sequence and an MHC pseudo amino acid sequence, predict their binding affinity value. This is MHC class I binding data. (1) The peptide sequence is IQTPTKLMNK. The MHC is HLA-B07:02 with pseudo-sequence HLA-B07:02. The binding affinity (normalized) is 0. (2) The peptide sequence is ATFRDMLLNV. The MHC is HLA-A02:01 with pseudo-sequence HLA-A02:01. The binding affinity (normalized) is 0.804. (3) The peptide sequence is RPEIDVLPF. The MHC is HLA-B07:02 with pseudo-sequence HLA-B07:02. The binding affinity (normalized) is 0.644. (4) The peptide sequence is ILYYGANGST. The MHC is HLA-A02:02 with pseudo-sequence HLA-A02:02. The binding affinity (normalized) is 0.461. (5) The peptide sequence is RRLTARGLP. The MHC is Mamu-B03 with pseudo-sequence Mamu-B03. The binding affinity (normalized) is 0.465. (6) The peptide sequence is WRQEIGHPK. The MHC is HLA-A01:01 with pseudo-sequence HLA-A01:01. The binding affinity (normalized) is 0.0847.